Dataset: Full USPTO retrosynthesis dataset with 1.9M reactions from patents (1976-2016). Task: Predict the reactants needed to synthesize the given product. The reactants are: [CH3:1][O:2][C:3]1[CH:8]=[CH:7][C:6]([NH2:9])=[C:5]([N+:10]([O-:12])=[O:11])[CH:4]=1.[N:13]([O-])=O.[Na+].[Cl:17][Sn]Cl.Cl. Given the product [ClH:17].[CH3:1][O:2][C:3]1[CH:8]=[CH:7][C:6]([NH:9][NH2:13])=[C:5]([N+:10]([O-:12])=[O:11])[CH:4]=1, predict the reactants needed to synthesize it.